From a dataset of Reaction yield outcomes from USPTO patents with 853,638 reactions. Predict the reaction yield, written as a fraction of the theoretical maximum amount of product (1.0 means a 100% yield; for example, 0.34 means a 34% yield). (1) The reactants are [C:1]([O:5][C:6]([N:8]1[CH2:13][CH2:12][N:11]([C:14]2[CH:19]=[CH:18][C:17]([NH2:20])=[C:16]([CH3:21])[N:15]=2)[CH2:10][CH2:9]1)=[O:7])([CH3:4])([CH3:3])[CH3:2].[C:22]([C:26]1[CH:27]=[C:28]([NH:38][C:39](=O)[O:40]CC(Cl)(Cl)Cl)[N:29]([C:31]2[CH:36]=[CH:35][C:34]([CH3:37])=[CH:33][CH:32]=2)[N:30]=1)([CH3:25])([CH3:24])[CH3:23].CCN(C(C)C)C(C)C.C(OCC)C. The catalyst is CS(C)=O. The product is [C:1]([O:5][C:6]([N:8]1[CH2:13][CH2:12][N:11]([C:14]2[CH:19]=[CH:18][C:17]([NH:20][C:39]([NH:38][C:28]3[N:29]([C:31]4[CH:36]=[CH:35][C:34]([CH3:37])=[CH:33][CH:32]=4)[N:30]=[C:26]([C:22]([CH3:25])([CH3:24])[CH3:23])[CH:27]=3)=[O:40])=[C:16]([CH3:21])[N:15]=2)[CH2:10][CH2:9]1)=[O:7])([CH3:4])([CH3:3])[CH3:2]. The yield is 0.890. (2) The reactants are [F:1][C:2]([F:29])([F:28])[C:3]1[CH:4]=[C:5]([C:13]([CH3:27])([CH3:26])[C:14]([N:16]([C:18]2[CH:19]=[N:20][C:21]([Cl:25])=[CH:22][C:23]=2I)[CH3:17])=[O:15])[CH:6]=[C:7]([C:9]([F:12])([F:11])[F:10])[CH:8]=1.[CH3:30][C:31]1[CH:36]=[CH:35][C:34]([F:37])=[CH:33][C:32]=1B(O)O.C(=O)([O-])[O-].[Na+].[Na+]. The catalyst is O1CCOCC1.C1C=CC([P]([Pd]([P](C2C=CC=CC=2)(C2C=CC=CC=2)C2C=CC=CC=2)([P](C2C=CC=CC=2)(C2C=CC=CC=2)C2C=CC=CC=2)[P](C2C=CC=CC=2)(C2C=CC=CC=2)C2C=CC=CC=2)(C2C=CC=CC=2)C2C=CC=CC=2)=CC=1. The product is [F:1][C:2]([F:29])([F:28])[C:3]1[CH:4]=[C:5]([C:13]([CH3:27])([CH3:26])[C:14]([N:16]([C:18]2[CH:19]=[N:20][C:21]([Cl:25])=[CH:22][C:23]=2[C:36]2[CH:35]=[C:34]([F:37])[CH:33]=[CH:32][C:31]=2[CH3:30])[CH3:17])=[O:15])[CH:6]=[C:7]([C:9]([F:12])([F:11])[F:10])[CH:8]=1. The yield is 0.270. (3) The reactants are [OH-].[Na+].[Si]([O:10][CH:11]1[CH2:16][CH2:15][N:14]([C:17]2[CH:18]=[CH:19][C:20]([C:38]([F:41])([F:40])[F:39])=[C:21]([CH:37]=2)[C:22]([NH:24][C:25]2[C:34]([CH3:35])=[CH:33][C:28]([C:29]([O:31]C)=[O:30])=[CH:27][C:26]=2[CH3:36])=[O:23])[CH2:13][CH2:12]1)(C(C)(C)C)(C)C.CO. The catalyst is C1COCC1. The product is [OH:10][CH:11]1[CH2:12][CH2:13][N:14]([C:17]2[CH:18]=[CH:19][C:20]([C:38]([F:41])([F:39])[F:40])=[C:21]([CH:37]=2)[C:22]([NH:24][C:25]2[C:26]([CH3:36])=[CH:27][C:28]([C:29]([OH:31])=[O:30])=[CH:33][C:34]=2[CH3:35])=[O:23])[CH2:15][CH2:16]1. The yield is 0.600. (4) The reactants are Br[CH2:2][C:3]([NH2:5])=[O:4].[SH:6][C:7]1[N:14]=[C:13]([CH3:15])[CH:12]=[C:11]([CH3:16])[C:8]=1[C:9]#[N:10].C[O-].[Na+]. The catalyst is CO. The product is [NH2:10][C:9]1[C:8]2[C:7](=[N:14][C:13]([CH3:15])=[CH:12][C:11]=2[CH3:16])[S:6][C:2]=1[C:3]([NH2:5])=[O:4]. The yield is 0.800.